Dataset: Catalyst prediction with 721,799 reactions and 888 catalyst types from USPTO. Task: Predict which catalyst facilitates the given reaction. (1) Reactant: C([O:3][C:4]([C:6]1[N:7]=[C:8]([NH:11][C:12]2[CH:17]=[CH:16][N:15]=[CH:14][CH:13]=2)[S:9][CH:10]=1)=[O:5])C.O1CCCC1.[OH-].[Na+]. Product: [N:15]1[CH:16]=[CH:17][C:12]([NH:11][C:8]2[S:9][CH:10]=[C:6]([C:4]([OH:5])=[O:3])[N:7]=2)=[CH:13][CH:14]=1. The catalyst class is: 5. (2) Reactant: [Cl-].[CH3:2][O:3][CH2:4][P+](C1C=CC=CC=1)(C1C=CC=CC=1)C1C=CC=CC=1.CC(C)([O-])C.[K+].[CH2:30]([CH:35]1[CH2:40][CH2:39][C:38]([C:48]2[CH:53]=[CH:52][CH:51]=[C:50]([F:54])[C:49]=2[F:55])([CH:41]2[CH2:46][CH2:45][C:44](=O)[CH2:43][CH2:42]2)[CH2:37][CH2:36]1)[CH2:31][CH2:32][CH2:33][CH3:34].O. Product: [CH2:30]([CH:35]1[CH2:36][CH2:37][C:38]([C:48]2[CH:53]=[CH:52][CH:51]=[C:50]([F:54])[C:49]=2[F:55])([CH:41]2[CH2:42][CH2:43][C:44](=[CH:2][O:3][CH3:4])[CH2:45][CH2:46]2)[CH2:39][CH2:40]1)[CH2:31][CH2:32][CH2:33][CH3:34]. The catalyst class is: 182. (3) Reactant: CC1(C)[O:6][C@@H:5]([C@@H:7]([OH:26])[C@@H:8]([OH:25])[CH2:9][N:10]2[C:20]3=[C:21]4[C:16](=[CH:17][CH:18]=[CH:19]3)[C:15]([CH3:23])([CH3:22])[CH2:14][CH2:13][N:12]4[C:11]2=[O:24])[CH2:4][O:3]1. Product: [CH3:22][C:15]1([CH3:23])[C:16]2[C:21]3=[C:20]([N:10]([CH2:9][C@H:8]([OH:25])[C@H:7]([OH:26])[C@H:5]([OH:6])[CH2:4][OH:3])[C:11](=[O:24])[N:12]3[CH2:13][CH2:14]1)[CH:19]=[CH:18][CH:17]=2. The catalyst class is: 86. (4) Reactant: [F:1][C:2]1[C:9]([OH:10])=[CH:8][CH:7]=[C:6]([I:11])[C:3]=1[C:4]#[N:5].[H-].[Na+].[CH3:14][O:15][CH2:16]Cl. Product: [F:1][C:2]1[C:9]([O:10][CH2:14][O:15][CH3:16])=[CH:8][CH:7]=[C:6]([I:11])[C:3]=1[C:4]#[N:5]. The catalyst class is: 1. (5) Reactant: C(=O)([O-])[O-].[K+].[K+].C[Si]([C:11]#[C:12][C:13]1[CH:14]=[C:15]([CH:19]=[CH:20][CH:21]=1)[C:16]([NH2:18])=[O:17])(C)C.O.CCOC(C)=O. Product: [C:12]([C:13]1[CH:14]=[C:15]([CH:19]=[CH:20][CH:21]=1)[C:16]([NH2:18])=[O:17])#[CH:11]. The catalyst class is: 5.